From a dataset of Peptide-MHC class I binding affinity with 185,985 pairs from IEDB/IMGT. Regression. Given a peptide amino acid sequence and an MHC pseudo amino acid sequence, predict their binding affinity value. This is MHC class I binding data. (1) The peptide sequence is NPANKEESI. The MHC is HLA-A02:19 with pseudo-sequence HLA-A02:19. The binding affinity (normalized) is 0.0847. (2) The peptide sequence is KINAWIKGV. The MHC is HLA-A02:03 with pseudo-sequence HLA-A02:03. The binding affinity (normalized) is 0.783. (3) The peptide sequence is RLYDYFTRVT. The MHC is HLA-A68:02 with pseudo-sequence HLA-A68:02. The binding affinity (normalized) is 0.177. (4) The peptide sequence is SDDTWNDEY. The MHC is HLA-A02:06 with pseudo-sequence HLA-A02:06. The binding affinity (normalized) is 0. (5) The peptide sequence is TVFYGVPAWR. The MHC is Mamu-B8301 with pseudo-sequence Mamu-B8301. The binding affinity (normalized) is 0.612.